This data is from Reaction yield outcomes from USPTO patents with 853,638 reactions. The task is: Predict the reaction yield, written as a fraction of the theoretical maximum amount of product (1.0 means a 100% yield; for example, 0.34 means a 34% yield). (1) The reactants are [H-].[Na+].Cl[CH2:4][CH2:5][NH:6][C:7]([NH:9][C:10]1[CH:15]=[CH:14][CH:13]=[C:12]([F:16])[CH:11]=1)=[O:8]. The catalyst is C1COCC1. The product is [F:16][C:12]1[CH:11]=[C:10]([N:9]2[CH2:4][CH2:5][NH:6][C:7]2=[O:8])[CH:15]=[CH:14][CH:13]=1. The yield is 0.900. (2) The reactants are Br[C:2]1[CH:3]=[CH:4][C:5]2[CH:9]=[C:8]([C:10]3[CH:15]=[CH:14][C:13]([C:16]4[NH:20][C:19]([C@@H:21]5[CH2:25][CH2:24][CH2:23][N:22]5[C:26]([O:28][C:29]([CH3:32])([CH3:31])[CH3:30])=[O:27])=[N:18][CH:17]=4)=[CH:12][CH:11]=3)[S:7][C:6]=2[CH:33]=1.[B:34]1([B:34]2[O:38][C:37]([CH3:40])([CH3:39])[C:36]([CH3:42])([CH3:41])[O:35]2)[O:38][C:37]([CH3:40])([CH3:39])[C:36]([CH3:42])([CH3:41])[O:35]1.C([O-])(=O)C.[K+]. The catalyst is C(COC)OC.[Pd].C1(P(C2C=CC=CC=2)C2C=CC=CC=2)C=CC=CC=1.C1(P(C2C=CC=CC=2)C2C=CC=CC=2)C=CC=CC=1.C1(P(C2C=CC=CC=2)C2C=CC=CC=2)C=CC=CC=1.C1(P(C2C=CC=CC=2)C2C=CC=CC=2)C=CC=CC=1. The product is [CH3:41][C:36]1([CH3:42])[C:37]([CH3:40])([CH3:39])[O:38][B:34]([C:2]2[CH:3]=[CH:4][C:5]3[CH:9]=[C:8]([C:10]4[CH:15]=[CH:14][C:13]([C:16]5[NH:20][C:19]([C@@H:21]6[CH2:25][CH2:24][CH2:23][N:22]6[C:26]([O:28][C:29]([CH3:32])([CH3:31])[CH3:30])=[O:27])=[N:18][CH:17]=5)=[CH:12][CH:11]=4)[S:7][C:6]=3[CH:33]=2)[O:35]1. The yield is 0.980. (3) The reactants are [C:1]([N:4]1[C:13]2[C:8](=[CH:9][C:10]([Br:14])=[CH:11][CH:12]=2)[C@H:7]([NH2:15])[CH2:6][C@@H:5]1[CH3:16])(=[O:3])[CH3:2].[ClH:17]. The catalyst is CO. The product is [ClH:17].[C:1]([N:4]1[C:13]2[C:8](=[CH:9][C:10]([Br:14])=[CH:11][CH:12]=2)[C@H:7]([NH2:15])[CH2:6][C@@H:5]1[CH3:16])(=[O:3])[CH3:2]. The yield is 0.910. (4) The reactants are [H-].[Na+].[CH3:3][C:4]([C:6]1[CH:11]=[CH:10][CH:9]=[C:8]([Cl:12])[CH:7]=1)=[O:5].[C:13](OCC)(=[O:19])[C:14]([O:16][CH2:17][CH3:18])=[O:15].Cl. The catalyst is CN(C=O)C.C(OCC)(=O)C. The product is [CH2:17]([O:16][C:14](=[O:15])[C:13](=[O:19])[CH2:3][C:4]([C:6]1[CH:11]=[CH:10][CH:9]=[C:8]([Cl:12])[CH:7]=1)=[O:5])[CH3:18]. The yield is 0.670.